Dataset: Forward reaction prediction with 1.9M reactions from USPTO patents (1976-2016). Task: Predict the product of the given reaction. Given the reactants [BH4-].[Na+].[C:3]([O:11][C@@H:12]1[CH2:20][C@@H:15]2[O:16][C:17](=[O:19])[CH2:18][C@@H:14]2[C@H:13]1[CH:21]=[O:22])(=[O:10])[C:4]1[CH:9]=[CH:8][CH:7]=[CH:6][CH:5]=1.C(Cl)Cl.C(O)(=O)CC(CC(O)=O)(C(O)=O)O, predict the reaction product. The product is: [C:3]([O:11][C@@H:12]1[CH2:20][C@@H:15]2[O:16][C:17](=[O:19])[CH2:18][C@@H:14]2[C@@H:13]1[CH2:21][OH:22])(=[O:10])[C:4]1[CH:5]=[CH:6][CH:7]=[CH:8][CH:9]=1.